Dataset: Catalyst prediction with 721,799 reactions and 888 catalyst types from USPTO. Task: Predict which catalyst facilitates the given reaction. (1) Product: [CH3:22][C:21]([CH3:24])([CH3:23])[C:20]([O:19][C:8]1[CH:7]=[C:6]([CH2:5][C@H:4]([NH:26][C:28](=[O:34])[CH2:29][CH2:30][C:31]([OH:33])=[O:32])[C:3]([O:2][CH3:1])=[O:27])[CH:11]=[CH:10][C:9]=1[O:12][C:13](=[O:18])[C:14]([CH3:17])([CH3:16])[CH3:15])=[O:25]. The catalyst class is: 768. Reactant: [CH3:1][O:2][C:3](=[O:27])[C@@H:4]([NH2:26])[CH2:5][C:6]1[CH:11]=[CH:10][C:9]([O:12][C:13](=[O:18])[C:14]([CH3:17])([CH3:16])[CH3:15])=[C:8]([O:19][C:20](=[O:25])[C:21]([CH3:24])([CH3:23])[CH3:22])[CH:7]=1.[C:28]1(=[O:34])[O:33][C:31](=[O:32])[CH2:30][CH2:29]1. (2) Reactant: Cl[C:2]1([CH:8]=[N:9][OH:10])[CH:7]=[CH:6][CH:5]=[CH:4][CH2:3]1.[C:11]([O:15][C:16]([N:18]1[CH2:23][CH2:22][C:21](=[CH2:24])[CH2:20][CH2:19]1)=[O:17])([CH3:14])([CH3:13])[CH3:12].C(N(CC)CC)C. Product: [C:11]([O:15][C:16]([N:18]1[CH2:23][CH2:22][C:21]2([O:10][N:9]=[C:8]([C:2]3[CH:7]=[CH:6][CH:5]=[CH:4][CH:3]=3)[CH2:24]2)[CH2:20][CH2:19]1)=[O:17])([CH3:13])([CH3:12])[CH3:14]. The catalyst class is: 2. (3) Reactant: Cl[C:2]1[N:3]=[C:4]([N:11]2[CH2:16][CH2:15][O:14][CH2:13][C@@H:12]2[CH3:17])[C:5]2[S:10][CH:9]=[CH:8][C:6]=2[N:7]=1.[NH2:18][C:19]1[N:24]=[CH:23][C:22](B2OC(C)(C)C(C)(C)O2)=[CH:21][N:20]=1.CC#N.CC([O-])=O.[K+]. Product: [CH3:17][C@@H:12]1[N:11]([C:4]2[C:5]3[S:10][CH:9]=[CH:8][C:6]=3[N:7]=[C:2]([C:22]3[CH:21]=[N:20][C:19]([NH2:18])=[N:24][CH:23]=3)[N:3]=2)[CH2:16][CH2:15][O:14][CH2:13]1. The catalyst class is: 257. (4) Reactant: O[CH2:2][CH2:3][C:4]1[C:5]([NH:7][C:8](=[O:10])[CH:9]=1)=[O:6].CCN(CC)CC.[C:18](Cl)(=[O:21])[CH:19]=[CH2:20]. Product: [C:18]([CH2:2][CH2:3][C:4]1[C:5]([NH:7][C:8](=[O:10])[CH:9]=1)=[O:6])(=[O:21])[CH:19]=[CH2:20]. The catalyst class is: 2. (5) Reactant: [F:1][C:2]([F:6])([F:5])[CH2:3][OH:4].[H-].[Na+].CS([C:12]1[N:13]([C:24]2[CH:29]=[CH:28][C:27]([O:30][CH2:31][C:32]([F:35])([F:34])[F:33])=[CH:26][CH:25]=2)[C:14](=[O:23])[C:15]2[CH2:21][CH2:20][C:19](=[O:22])[NH:18][C:16]=2[N:17]=1)=O.O. Product: [F:1][C:2]([F:6])([F:5])[CH2:3][O:4][C:12]1[N:13]([C:24]2[CH:25]=[CH:26][C:27]([O:30][CH2:31][C:32]([F:35])([F:34])[F:33])=[CH:28][CH:29]=2)[C:14](=[O:23])[C:15]2[CH2:21][CH2:20][C:19](=[O:22])[NH:18][C:16]=2[N:17]=1. The catalyst class is: 7. (6) Reactant: [Cl:1][C:2]1[CH:7]=[CH:6][N:5]=[C:4]([CH:8]([NH:10][C:11]2[O:12][C:13]3[C:19]([O:20][CH3:21])=[CH:18][C:17]([C:22]([OH:24])=O)=[CH:16][C:14]=3[N:15]=2)[CH3:9])[CH:3]=1.[CH2:25]([O:27][C@H:28]1[CH2:32][NH:31][CH:30]([CH2:33][OH:34])[CH2:29]1)[CH3:26].C(N(CC)C(C)C)(C)C.CN(C(ON1N=NC2C=CC=NC1=2)=[N+](C)C)C.F[P-](F)(F)(F)(F)F. Product: [Cl:1][C:2]1[CH:7]=[CH:6][N:5]=[C:4]([CH:8]([NH:10][C:11]2[O:12][C:13]3[C:19]([O:20][CH3:21])=[CH:18][C:17]([C:22]([N:31]4[CH2:32][C@H:28]([O:27][CH2:25][CH3:26])[CH2:29][CH:30]4[CH2:33][OH:34])=[O:24])=[CH:16][C:14]=3[N:15]=2)[CH3:9])[CH:3]=1. The catalyst class is: 9. (7) Product: [NH2:60][C:55]1[CH:56]=[CH:57][CH:58]=[CH:59][C:54]=1[N:53]([CH3:52])[C:7](=[O:9])[C:6]1[CH:10]=[CH:11][CH:12]=[N:13][C:5]=1[O:4][C:3]1[CH:14]=[C:15]([Cl:18])[CH:16]=[CH:17][C:2]=1[Cl:1]. The catalyst class is: 3. Reactant: [Cl:1][C:2]1[CH:17]=[CH:16][C:15]([Cl:18])=[CH:14][C:3]=1[O:4][C:5]1[N:13]=[CH:12][CH:11]=[CH:10][C:6]=1[C:7]([OH:9])=O.C(N(C(C)C)C(C)C)C.CN(C(ON1N=NC2C=CC=NC1=2)=[N+](C)C)C.F[P-](F)(F)(F)(F)F.[CH3:52][NH:53][C:54]1[C:55]([NH2:60])=[CH:56][CH:57]=[CH:58][CH:59]=1.